Task: Predict the reactants needed to synthesize the given product.. Dataset: Full USPTO retrosynthesis dataset with 1.9M reactions from patents (1976-2016) (1) Given the product [Cl:1][C:2]1[CH:13]=[CH:12][C:5]2[N:6]([CH3:11])[C:7]([CH:9]=[O:10])=[N:8][C:4]=2[CH:3]=1, predict the reactants needed to synthesize it. The reactants are: [Cl:1][C:2]1[CH:13]=[CH:12][C:5]2[N:6]([CH3:11])[C:7]([CH2:9][OH:10])=[N:8][C:4]=2[CH:3]=1.CC(OI1(OC(C)=O)(OC(C)=O)OC(=O)C2C=CC=CC1=2)=O. (2) Given the product [CH3:1][O:2][C:3](=[O:19])[C:4]1[CH:5]=[CH:6][C:7]([CH2:10][N:11]([C:25]([O:24][C:20]([CH3:23])([CH3:22])[CH3:21])=[O:26])[C@H:12]2[CH2:17][CH2:16][C@H:15]([OH:18])[CH2:14][CH2:13]2)=[CH:8][CH:9]=1, predict the reactants needed to synthesize it. The reactants are: [CH3:1][O:2][C:3](=[O:19])[C:4]1[CH:9]=[CH:8][C:7]([CH2:10][NH:11][C@H:12]2[CH2:17][CH2:16][C@H:15]([OH:18])[CH2:14][CH2:13]2)=[CH:6][CH:5]=1.[C:20]([O:24][C:25](O[C:25]([O:24][C:20]([CH3:23])([CH3:22])[CH3:21])=[O:26])=[O:26])([CH3:23])([CH3:22])[CH3:21].